From a dataset of Forward reaction prediction with 1.9M reactions from USPTO patents (1976-2016). Predict the product of the given reaction. (1) Given the reactants [N:1]1([C:7]2[N:8]=[C:9]([C:30]3[CH:31]=[N:32][C:33]([N:36]([CH2:46][C:47]4[CH:52]=[CH:51][C:50]([O:53][CH3:54])=[CH:49][CH:48]=4)[CH2:37][C:38]4[CH:43]=[CH:42][C:41]([O:44][CH3:45])=[CH:40][CH:39]=4)=[N:34][CH:35]=3)[C:10]3[CH2:15][CH2:14][N:13]([C:16]4[CH:21]=[CH:20][CH:19]=[C:18]([CH2:22][CH2:23][N:24]5[CH2:29][CH2:28][NH:27][CH2:26][CH2:25]5)[CH:17]=4)[C:11]=3[N:12]=2)[CH2:6][CH2:5][O:4][CH2:3][CH2:2]1.[CH3:55][S:56](Cl)(=[O:58])=[O:57], predict the reaction product. The product is: [CH3:55][S:56]([N:27]1[CH2:28][CH2:29][N:24]([CH2:23][CH2:22][C:18]2[CH:17]=[C:16]([N:13]3[C:11]4[N:12]=[C:7]([N:1]5[CH2:2][CH2:3][O:4][CH2:5][CH2:6]5)[N:8]=[C:9]([C:30]5[CH:31]=[N:32][C:33]([N:36]([CH2:37][C:38]6[CH:43]=[CH:42][C:41]([O:44][CH3:45])=[CH:40][CH:39]=6)[CH2:46][C:47]6[CH:48]=[CH:49][C:50]([O:53][CH3:54])=[CH:51][CH:52]=6)=[N:34][CH:35]=5)[C:10]=4[CH2:15][CH2:14]3)[CH:21]=[CH:20][CH:19]=2)[CH2:25][CH2:26]1)(=[O:58])=[O:57]. (2) Given the reactants Cl[C:2]1[N:3]=[N:4][C:5]([CH3:14])=[CH:6][C:7]=1[C:8]1[CH:13]=[CH:12][CH:11]=[CH:10][CH:9]=1.[N:15]1[CH:20]=[CH:19][CH:18]=[N:17][C:16]=1[N:21]1[CH2:26][CH2:25][NH:24][CH2:23][CH2:22]1, predict the reaction product. The product is: [CH3:14][C:5]1[N:4]=[N:3][C:2]([N:24]2[CH2:25][CH2:26][N:21]([C:16]3[N:15]=[CH:20][CH:19]=[CH:18][N:17]=3)[CH2:22][CH2:23]2)=[C:7]([C:8]2[CH:13]=[CH:12][CH:11]=[CH:10][CH:9]=2)[CH:6]=1.